This data is from Full USPTO retrosynthesis dataset with 1.9M reactions from patents (1976-2016). The task is: Predict the reactants needed to synthesize the given product. The reactants are: [C:1]([O:5][C:6]([NH:8][C@H:9]([C:30]1[CH:34]=[CH:33][S:32][CH:31]=1)[C:10]([NH:12][CH2:13][C:14]([N:16]1[C:24]2[C:19](=[CH:20][CH:21]=[CH:22][CH:23]=2)[CH2:18][C@H:17]1[C:25]([O:27]CC)=O)=[O:15])=[O:11])=[O:7])([CH3:4])([CH3:3])[CH3:2].[N:35]1[NH:36][N:37]=[N:38][C:39]=1[CH2:40][NH2:41]. Given the product [N:35]1[NH:36][N:37]=[N:38][C:39]=1[CH2:40][NH:41][C:25]([C@@H:17]1[CH2:18][C:19]2[C:24](=[CH:23][CH:22]=[CH:21][CH:20]=2)[N:16]1[C:14](=[O:15])[CH2:13][NH:12][C:10](=[O:11])[C@@H:9]([NH:8][C:6](=[O:7])[O:5][C:1]([CH3:2])([CH3:4])[CH3:3])[C:30]1[CH:34]=[CH:33][S:32][CH:31]=1)=[O:27], predict the reactants needed to synthesize it.